From a dataset of NCI-60 drug combinations with 297,098 pairs across 59 cell lines. Regression. Given two drug SMILES strings and cell line genomic features, predict the synergy score measuring deviation from expected non-interaction effect. Drug 1: CC(C1=C(C=CC(=C1Cl)F)Cl)OC2=C(N=CC(=C2)C3=CN(N=C3)C4CCNCC4)N. Drug 2: C(=O)(N)NO. Cell line: RXF 393. Synergy scores: CSS=8.12, Synergy_ZIP=-3.80, Synergy_Bliss=-3.19, Synergy_Loewe=-1.82, Synergy_HSA=-1.82.